Dataset: Catalyst prediction with 721,799 reactions and 888 catalyst types from USPTO. Task: Predict which catalyst facilitates the given reaction. (1) Reactant: [NH2:1][C:2]1[C:3]([C:9]([NH:11][C@@H:12]([CH:17]2[CH2:22][CH2:21][CH2:20][CH2:19][CH2:18]2)[C:13]([O:15][CH3:16])=[O:14])=[O:10])=[N:4][CH:5]=[C:6]([Cl:8])[CH:7]=1.[CH3:23][C:24]1[CH:29]=[C:28]([CH3:30])[CH:27]=[C:26]([CH3:31])[C:25]=1[N:32]=[C:33]=[O:34]. Product: [Cl:8][C:6]1[CH:7]=[C:2]([NH:1][C:33]([NH:32][C:25]2[C:24]([CH3:23])=[CH:29][C:28]([CH3:30])=[CH:27][C:26]=2[CH3:31])=[O:34])[C:3]([C:9]([NH:11][C@@H:12]([CH:17]2[CH2:22][CH2:21][CH2:20][CH2:19][CH2:18]2)[C:13]([O:15][CH3:16])=[O:14])=[O:10])=[N:4][CH:5]=1. The catalyst class is: 300. (2) Reactant: [C:1]([CH:3]([CH:7]1[C:11]([Cl:12])=[C:10](Cl)C(=O)O1)[C:4]([NH2:6])=[O:5])#[N:2].Cl.[CH3:16][S:17]([C:20]1[CH:25]=[CH:24][C:23]([C:26]([F:29])([F:28])[F:27])=[CH:22][C:21]=1[CH2:30][NH2:31])(=[O:19])=[O:18].C(=O)([O-])[O-].[K+].[K+].[OH-].[Na+]. Product: [ClH:12].[Cl:12][C:11]1[CH:7]=[C:3]([C:4]([NH2:6])=[O:5])[C:1](=[NH:2])[N:31]([CH2:30][C:21]2[CH:22]=[C:23]([C:26]([F:29])([F:27])[F:28])[CH:24]=[CH:25][C:20]=2[S:17]([CH3:16])(=[O:19])=[O:18])[CH:10]=1. The catalyst class is: 8.